Task: Binary Classification. Given a drug SMILES string, predict its activity (active/inactive) in a high-throughput screening assay against a specified biological target.. Dataset: HIV replication inhibition screening data with 41,000+ compounds from the AIDS Antiviral Screen (1) The drug is CC12COP(OC1)OC2. The result is 0 (inactive). (2) The compound is CC(C)CCCC(C)C1CCC2C3CCC4CC(CCC=C(c5cc(Cl)c(OC(=O)C(C)(C)C)c(C(=O)O)c5)c5cc(Cl)c(OC(=O)C(C)(C)C)c(C(=O)O)c5)CCC4(C)C3CCC12C.[NaH]. The result is 1 (active). (3) The molecule is CC(C)(C)OC(=O)N1CC(C)(C)N2C(=O)C3(CCCO3)C12. The result is 0 (inactive).